This data is from Full USPTO retrosynthesis dataset with 1.9M reactions from patents (1976-2016). The task is: Predict the reactants needed to synthesize the given product. (1) Given the product [Cl:22][C:20]1[CH:19]=[CH:18][C:14]2[N:15]=[CH:16][N:17]=[C:12]([O:8][CH:5]3[CH2:6][CH2:7][N:2]([CH3:1])[CH2:3][CH2:4]3)[C:13]=2[N:21]=1, predict the reactants needed to synthesize it. The reactants are: [CH3:1][N:2]1[CH2:7][CH2:6][CH:5]([OH:8])[CH2:4][CH2:3]1.[H-].[Na+].Cl[C:12]1[C:13]2[N:21]=[C:20]([Cl:22])[CH:19]=[CH:18][C:14]=2[N:15]=[CH:16][N:17]=1. (2) Given the product [NH3:11].[O:4]1[CH2:5][CH2:6][O:7][CH:3]1[CH2:2][NH:11][CH2:10][CH2:8][OH:9], predict the reactants needed to synthesize it. The reactants are: Br[CH2:2][CH:3]1[O:7][CH2:6][CH2:5][O:4]1.[CH2:8]([CH2:10][NH2:11])[OH:9].C(=O)([O-])[O-].[K+].[K+].ClCCl. (3) Given the product [CH2:8]([N:5]1[CH2:4][CH2:3][C:2]([NH:1][C:30](=[O:31])[CH2:29][CH2:28][CH2:27][Cl:26])([C:15]([O:17][CH2:18][CH3:19])=[O:16])[CH2:7][CH2:6]1)[C:9]1[CH:10]=[CH:11][CH:12]=[CH:13][CH:14]=1, predict the reactants needed to synthesize it. The reactants are: [NH2:1][C:2]1([C:15]([O:17][CH2:18][CH3:19])=[O:16])[CH2:7][CH2:6][N:5]([CH2:8][C:9]2[CH:14]=[CH:13][CH:12]=[CH:11][CH:10]=2)[CH2:4][CH2:3]1.N1C=CC=CC=1.[Cl:26][CH2:27][CH2:28][CH2:29][C:30](Cl)=[O:31].C([O-])(O)=O.[Na+]. (4) Given the product [Cl:1][C:2]1[CH:7]=[C:6]([Cl:8])[CH:5]=[C:4]([Cl:9])[C:3]=1[N:10]1[C:14]2=[N:15][C:16]([CH2:20][C:21]3[CH:22]=[CH:23][C:24]([NH:27][C:28](=[O:34])[C@@H:29]4[CH2:33][CH2:32][CH2:31][NH:30]4)=[CH:25][CH:26]=3)=[N:17][C:18](=[O:19])[C:13]2=[C:12]([CH:42]([CH3:44])[CH3:43])[NH:11]1, predict the reactants needed to synthesize it. The reactants are: [Cl:1][C:2]1[CH:7]=[C:6]([Cl:8])[CH:5]=[C:4]([Cl:9])[C:3]=1[N:10]1[C:14]2=[N:15][C:16]([CH2:20][C:21]3[CH:26]=[CH:25][C:24]([N:27](C(OC(C)(C)C)=O)[C:28](=[O:34])[C@@H:29]4[CH2:33][CH2:32][CH2:31][NH:30]4)=[CH:23][CH:22]=3)=[N:17][C:18](=[O:19])[C:13]2=[C:12]([CH:42]([CH3:44])[CH3:43])[NH:11]1.